This data is from Full USPTO retrosynthesis dataset with 1.9M reactions from patents (1976-2016). The task is: Predict the reactants needed to synthesize the given product. (1) Given the product [C:14]([NH:17][NH:18][C:11]([C:3]1[NH:4][C:5]2[C:10]([C:2]=1[Cl:1])=[CH:9][CH:8]=[CH:7][CH:6]=2)=[O:13])(=[O:16])[CH3:15], predict the reactants needed to synthesize it. The reactants are: [Cl:1][C:2]1[C:10]2[C:5](=[CH:6][CH:7]=[CH:8][CH:9]=2)[NH:4][C:3]=1[C:11]([OH:13])=O.[C:14]([NH:17][NH2:18])(=[O:16])[CH3:15].C(N(CC)CC)C.CN(C(ON1N=NC2C=CC=CC1=2)=[N+](C)C)C.F[P-](F)(F)(F)(F)F. (2) Given the product [CH:35]1([C:5]2[CH:4]=[CH:3][C:2]([C:1]([NH:9][C:10]3[CH:11]=[CH:12][C:13]([C:16]4[CH:24]=[C:23]5[C:19]([CH2:20][N:21]([C@@H:26]([CH:31]([CH3:33])[CH3:32])[C:27]([O:29][CH3:30])=[O:28])[C:22]5=[O:25])=[CH:18][CH:17]=4)=[CH:14][CH:15]=3)=[O:8])=[CH:7][CH:6]=2)[CH2:40][CH2:39][CH2:38][CH2:37][CH2:36]1, predict the reactants needed to synthesize it. The reactants are: [C:1]([NH:9][C:10]1[CH:15]=[CH:14][C:13]([C:16]2[CH:24]=[C:23]3[C:19]([CH2:20][N:21]([C@@H:26]([CH:31]([CH3:33])[CH3:32])[C:27]([O:29][CH3:30])=[O:28])[C:22]3=[O:25])=[CH:18][CH:17]=2)=[CH:12][CH:11]=1)(=[O:8])[C:2]1[CH:7]=[CH:6][CH:5]=[CH:4][CH:3]=1.N[C:35]1[CH:40]=[CH:39][C:38]([C:35]2[CH:40]=[C:39]3[C:38](CN([C@@H](C(C)C)C(OC)=O)C3=O)=[CH:37][CH:36]=2)=[CH:37][CH:36]=1.C1(C2C=CC(C(Cl)=O)=CC=2)CCCCC1. (3) Given the product [CH3:20][C:9]1[CH:10]=[CH:5][C:6]([C:11]2[CH:18]=[CH:17][CH:16]=[CH:15][C:12]=2[C:13]2[NH:14][N:3]=[N:2][N:1]=2)=[CH:7][CH:8]=1, predict the reactants needed to synthesize it. The reactants are: [N-:1]=[N+:2]=[N-:3].[Na+].[C:5]1(C)[CH:10]=[CH:9][CH:8]=[CH:7][C:6]=1[C:11]1[CH:18]=[CH:17][CH:16]=[CH:15][C:12]=1[C:13]#[N:14].[C:20]1(C)C=CC=CC=1. (4) Given the product [CH3:20][O:19][C:16]1[CH:15]=[CH:14][C:13]([C@@H:11]2[C@@H:10]([O:21][CH2:22][C:23]3[CH:24]=[CH:25][C:26]4[O:31][CH2:30][CH2:29][N:28]([CH2:32][CH2:33][CH2:34][O:35][CH3:36])[C:27]=4[CH:37]=3)[CH2:9][N:8]([S:38]([C:41]3[CH:42]=[CH:43][C:44]([CH3:47])=[CH:45][CH:46]=3)(=[O:40])=[O:39])[C@@H:7]([CH2:6][CH2:5][C:4](=[O:48])[CH3:50])[CH2:12]2)=[CH:18][CH:17]=1, predict the reactants needed to synthesize it. The reactants are: CON(C)[C:4](=[O:48])[CH2:5][CH2:6][C@H:7]1[CH2:12][C@H:11]([C:13]2[CH:18]=[CH:17][C:16]([O:19][CH3:20])=[CH:15][CH:14]=2)[C@@H:10]([O:21][CH2:22][C:23]2[CH:24]=[CH:25][C:26]3[O:31][CH2:30][CH2:29][N:28]([CH2:32][CH2:33][CH2:34][O:35][CH3:36])[C:27]=3[CH:37]=2)[CH2:9][N:8]1[S:38]([C:41]1[CH:46]=[CH:45][C:44]([CH3:47])=[CH:43][CH:42]=1)(=[O:40])=[O:39].[CH3:50][Mg]Br.